From a dataset of Full USPTO retrosynthesis dataset with 1.9M reactions from patents (1976-2016). Predict the reactants needed to synthesize the given product. Given the product [Cl:33][CH2:34][Cl:35].[CH3:1][OH:3].[NH3:4].[C:1]([N:4]1[CH2:10][CH2:9][CH2:8][CH2:7][C:6]2[N:11]=[C:12]([C:14]3[CH:15]=[CH:16][C:17]([OH:20])=[CH:18][CH:19]=3)[S:13][C:5]1=2)(=[O:3])[CH3:2], predict the reactants needed to synthesize it. The reactants are: [C:1]([N:4]1[CH2:10][CH2:9][CH2:8][CH2:7][C:6]2[N:11]=[C:12]([C:14]3[CH:19]=[CH:18][C:17]([O:20]CC4C=CC=CC=4)=[CH:16][CH:15]=3)[S:13][C:5]1=2)(=[O:3])[CH3:2].B(Br)(Br)Br.O.[Cl:33][CH2:34][Cl:35].